This data is from Full USPTO retrosynthesis dataset with 1.9M reactions from patents (1976-2016). The task is: Predict the reactants needed to synthesize the given product. (1) Given the product [F:41][C:38]1[CH:39]=[CH:40][C:35]([CH2:34][C@@H:30]2[CH2:31][CH2:32][CH2:33][N:28]([CH2:27][C@H:26]([OH:42])[C@H:25]([NH:24][C:15]([NH:14][C:4]3[CH:5]=[C:6]([C:8]4[N:12]([CH3:13])[N:11]=[N:10][N:9]=4)[CH:7]=[C:2]([CH3:1])[CH:3]=3)=[O:23])[CH3:43])[CH2:29]2)=[CH:36][CH:37]=1, predict the reactants needed to synthesize it. The reactants are: [CH3:1][C:2]1[CH:3]=[C:4]([NH:14][C:15](=[O:23])OC2C=CC=CC=2)[CH:5]=[C:6]([C:8]2[N:12]([CH3:13])[N:11]=[N:10][N:9]=2)[CH:7]=1.[NH2:24][C@H:25]([CH3:43])[C@@H:26]([OH:42])[CH2:27][N:28]1[CH2:33][CH2:32][CH2:31][C@@H:30]([CH2:34][C:35]2[CH:40]=[CH:39][C:38]([F:41])=[CH:37][CH:36]=2)[CH2:29]1. (2) Given the product [C:35]([C:31]1[CH:30]=[C:29]([C:26]2([NH:25][CH2:24][C@H:23]([C@H:12]3[NH:11][C:10](=[O:40])[C:9]4=[CH:41][C:5](=[N:6][C:7]([CH3:42])=[CH:8]4)[NH:4][CH2:21][CH2:20][CH2:19][CH2:18][O:17][CH2:16][CH2:15][C@@H:14]([CH3:22])[CH2:13]3)[OH:39])[CH2:28][CH2:27]2)[CH:34]=[CH:33][CH:32]=1)([CH3:38])([CH3:37])[CH3:36], predict the reactants needed to synthesize it. The reactants are: C([N:4]1[CH2:21][CH2:20][CH2:19][CH2:18][O:17][CH2:16][CH2:15][C@@H:14]([CH3:22])[CH2:13][C@@H:12]([C@H:23]([OH:39])[CH2:24][NH:25][C:26]2([C:29]3[CH:34]=[CH:33][CH:32]=[C:31]([C:35]([CH3:38])([CH3:37])[CH3:36])[CH:30]=3)[CH2:28][CH2:27]2)[NH:11][C:10](=[O:40])[C:9]2=[CH:41][C:5]1=[N:6][C:7]([CH3:42])=[CH:8]2)(=O)C.[OH-].[Na+]. (3) Given the product [C:106]([NH:105][CH:102]1[CH2:103][CH2:104][N:99]([C:34]([C:33]2[CH:32]=[C:31]([CH:39]=[CH:38][CH:37]=2)[C:29]([NH:28][C:17]2[CH:18]=[CH:19][C:20]([N:22]3[CH2:23][CH2:24][CH2:25][CH2:26][CH2:27]3)=[CH:21][C:16]=2[C:12]2[CH:11]=[C:10]([CH:15]=[CH:14][N:13]=2)[C:8]([NH:7][CH2:6][C:5]2[CH:40]=[CH:41][CH:42]=[C:3]([C:2]([F:1])([F:44])[F:43])[CH:4]=2)=[O:9])=[O:30])=[O:35])[CH2:100][CH2:101]1)(=[O:108])[CH3:107], predict the reactants needed to synthesize it. The reactants are: [F:1][C:2]([F:44])([F:43])[C:3]1[CH:4]=[C:5]([CH:40]=[CH:41][CH:42]=1)[CH2:6][NH:7][C:8]([C:10]1[CH:15]=[CH:14][N:13]=[C:12]([C:16]2[CH:21]=[C:20]([N:22]3[CH2:27][CH2:26][CH2:25][CH2:24][CH2:23]3)[CH:19]=[CH:18][C:17]=2[NH:28][C:29]([C:31]2[CH:32]=[C:33]([CH:37]=[CH:38][CH:39]=2)[C:34](O)=[O:35])=[O:30])[CH:11]=1)=[O:9].FC(F)(F)C1C=C(C=CC=1)CNC(C1C=CN=C(C2C=C(N3CCCCC3)C=CC=2NC(=O)C2C=CC=C(C(N(CCC(NCCOC)=O)C)=O)C=2)C=1)=O.[NH:99]1[CH2:104][CH2:103][CH:102]([NH:105][C:106](=[O:108])[CH3:107])[CH2:101][CH2:100]1. (4) Given the product [Cl:1][C:2]1[CH:3]=[CH:4][C:5]([N:15]2[CH:19]=[C:18]([Cl:20])[N:17]=[N:16]2)=[C:6]([C:8]2[N:13]=[CH:12][N:11]([C@@H:57]3[C:73]4[CH:74]=[C:69]([CH:70]=[CH:71][CH:72]=4)[C:68]4[N:67]([CH3:75])[N:66]=[CH:65][C:64]=4[NH:63][C:62](=[O:76])[C@H:61]([CH3:77])[CH2:60][CH2:59][CH2:58]3)[C:10](=[O:14])[CH:9]=2)[CH:7]=1, predict the reactants needed to synthesize it. The reactants are: [Cl:1][C:2]1[CH:3]=[CH:4][C:5]([N:15]2[CH:19]=[C:18]([Cl:20])[N:17]=[N:16]2)=[C:6]([C:8]2[N:13]=[CH:12][N:11]=[C:10]([OH:14])[CH:9]=2)[CH:7]=1.CN(C(ON1N=NC2C=CC=NC1=2)=[N+](C)C)C.F[P-](F)(F)(F)(F)F.C1CCN2C(=NCCC2)CC1.N[C@@H:57]1[C:73]2[CH:74]=[C:69]([CH:70]=[CH:71][CH:72]=2)[C:68]2[N:67]([CH3:75])[N:66]=[CH:65][C:64]=2[NH:63][C:62](=[O:76])[C@H:61]([CH3:77])[CH2:60][CH2:59][CH2:58]1. (5) Given the product [F:1][C:2]1[CH:10]=[C:6]([CH:5]=[C:4]([N+:11]([O-:13])=[O:12])[CH:3]=1)[C:7]([O:9][CH2:19][CH3:20])=[O:8], predict the reactants needed to synthesize it. The reactants are: [F:1][C:2]1[CH:3]=[C:4]([N+:11]([O-:13])=[O:12])[CH:5]=[C:6]([CH:10]=1)[C:7]([OH:9])=[O:8].S(=O)(=O)(O)O.[CH2:19](O)[CH3:20]. (6) Given the product [CH3:1][S:2]([CH2:3][N:4]1[C:12]2[CH:11]=[C:10]([C:13]([O:15][C:16]([CH3:19])([CH3:18])[CH3:17])=[O:14])[N:9]=[CH:8][C:7]=2[CH:6]=[CH:5]1)(=[O:20])=[O:26], predict the reactants needed to synthesize it. The reactants are: [CH3:1][S:2][CH2:3][N:4]1[C:12]2[CH:11]=[C:10]([C:13]([O:15][C:16]([CH3:19])([CH3:18])[CH3:17])=[O:14])[N:9]=[CH:8][C:7]=2[CH:6]=[CH:5]1.[OH:20]OS([O-])=O.[K+].[OH2:26]. (7) Given the product [CH3:32][O:31][C:28]1[CH:27]=[CH:26][C:25]([C:24]([O:9][CH2:8][C@H:5]2[O:4][C@@H:3]([N:10]3[CH:17]=[CH:16][C:14](=[O:15])[NH:13][C:11]3=[S:12])[C@H:2]([CH3:1])[C@@H:6]2[OH:7])([C:33]2[CH:34]=[CH:35][CH:36]=[CH:37][CH:38]=2)[C:23]2[CH:40]=[CH:41][C:20]([O:19][CH3:18])=[CH:21][CH:22]=2)=[CH:30][CH:29]=1, predict the reactants needed to synthesize it. The reactants are: [CH3:1][C@@H:2]1[C@H:6]([OH:7])[C@@H:5]([CH2:8][OH:9])[O:4][C@H:3]1[N:10]1[CH:17]=[CH:16][C:14](=[O:15])[NH:13][C:11]1=[S:12].[CH3:18][O:19][C:20]1[CH:41]=[CH:40][C:23]([C:24](Cl)([C:33]2[CH:38]=[CH:37][CH:36]=[CH:35][CH:34]=2)[C:25]2[CH:30]=[CH:29][C:28]([O:31][CH3:32])=[CH:27][CH:26]=2)=[CH:22][CH:21]=1. (8) The reactants are: IN1C(=O)CCC1=O.C(N([CH2:14][CH3:15])CC)C.[OH-].[Na+].[Cl:18][C:19]1[CH:24]=[C:23]([CH3:25])[CH:22]=[C:21]([OH:26])[C:20]=1[C:27]([C:29]1[CH:34]=[CH:33][C:32]([O:35]C)=[CH:31][CH:30]=1)=[O:28]. Given the product [Cl:18][C:19]1[CH:24]=[C:23]([CH3:25])[CH:22]=[C:21]([OH:26])[C:20]=1[C:27]([C:29]1[CH:34]=[CH:33][C:32]([O:35][CH2:14][CH3:15])=[CH:31][CH:30]=1)=[O:28], predict the reactants needed to synthesize it. (9) Given the product [Br:1][C:2]1[CH:9]=[CH:8][C:5]([C:6]#[N:7])=[C:4]([O:12][CH3:11])[CH:3]=1, predict the reactants needed to synthesize it. The reactants are: [Br:1][C:2]1[CH:9]=[CH:8][C:5]([C:6]#[N:7])=[C:4](F)[CH:3]=1.[CH3:11][O-:12].[Na+].C(Cl)Cl. (10) Given the product [CH3:40][N:38]([CH3:39])[C:34]1[CH:33]=[C:32]([NH:44][C:47]([NH:20][CH2:19][CH2:18][CH2:17][N:8]2[CH:7]([CH2:6][C:5]3[CH:21]=[CH:22][C:2]([F:1])=[CH:3][CH:4]=3)[CH2:16][C:15]3[C:10](=[CH:11][CH:12]=[CH:13][CH:14]=3)[CH2:9]2)=[O:49])[CH:37]=[CH:36][CH:35]=1, predict the reactants needed to synthesize it. The reactants are: [F:1][C:2]1[CH:22]=[CH:21][C:5]([CH2:6][CH:7]2[CH2:16][C:15]3[C:10](=[CH:11][CH:12]=[CH:13][CH:14]=3)[CH2:9][N:8]2[CH2:17][CH2:18][CH2:19][NH2:20])=[CH:4][CH:3]=1.C(=O)(OC1C=CC=CC=1[C:32]1[CH:37]=[CH:36][CH:35]=[C:34]([N:38]([CH3:40])[CH3:39])[CH:33]=1)N.C([N:44]([CH2:47]C)CC)C.[OH2:49].